From a dataset of Forward reaction prediction with 1.9M reactions from USPTO patents (1976-2016). Predict the product of the given reaction. Given the reactants [CH3:1][O:2][C:3]1[CH:30]=[CH:29][C:6]([CH2:7][NH:8][C:9]2[N:14]=[C:13]([CH2:15][CH2:16][CH2:17][CH2:18][CH:19](O)[CH:20]=[CH:21][C:22]3[CH:27]=CN=CN=3)[CH:12]=[CH:11][CH:10]=2)=[CH:5][CH:4]=1.C(O)(=O)CC.Cl.[Cl-].[Na+].O.[C:40]([CH3:50])(OCC)([O:44]CC)[O:41][CH2:42][CH3:43], predict the reaction product. The product is: [CH2:42]([O:41][C:40](=[O:44])[CH2:50][CH:21]([C:22]1[CH:27]=[N:14][CH:9]=[N:8][CH:7]=1)[CH:20]=[CH:19][CH2:18][CH2:17][CH2:16][CH2:15][C:13]1[CH:12]=[CH:11][CH:10]=[C:9]([NH:8][CH2:7][C:6]2[CH:5]=[CH:4][C:3]([O:2][CH3:1])=[CH:30][CH:29]=2)[N:14]=1)[CH3:43].